Dataset: Full USPTO retrosynthesis dataset with 1.9M reactions from patents (1976-2016). Task: Predict the reactants needed to synthesize the given product. Given the product [CH3:25][N:22]1[CH2:23][CH2:24][C:19]2([N:18]=[C:17]([C:27]3[CH:32]=[C:31]([C:33]4[CH:34]=[CH:35][C:36]([C:39]([F:42])([F:41])[F:40])=[CH:37][CH:38]=4)[CH:30]=[C:29]([CH3:43])[N:28]=3)[CH2:16][CH2:20]2)[C:21]1=[O:26], predict the reactants needed to synthesize it. The reactants are: CC(C)([O-])C.[K+].C1(S([CH:16]2[CH2:20][C:19]3([CH2:24][CH2:23][N:22]([CH3:25])[C:21]3=[O:26])[NH:18][CH:17]2[C:27]2[CH:32]=[C:31]([C:33]3[CH:38]=[CH:37][C:36]([C:39]([F:42])([F:41])[F:40])=[CH:35][CH:34]=3)[CH:30]=[C:29]([CH3:43])[N:28]=2)(=O)=O)C=CC=CC=1.C(O)(=O)C.